Dataset: Catalyst prediction with 721,799 reactions and 888 catalyst types from USPTO. Task: Predict which catalyst facilitates the given reaction. (1) Reactant: [CH3:1][N:2]([CH3:17])[CH:3]([CH2:7][CH2:8][S:9][S:10][C:11]1[CH:16]=[CH:15][CH:14]=[CH:13][N:12]=1)[C:4]([OH:6])=[O:5].O[N:19]1[C:23](=[O:24])[CH2:22][CH2:21][C:20]1=[O:25].C(Cl)CCl. Product: [CH3:17][N:2]([CH3:1])[CH:3]([CH2:7][CH2:8][S:9][S:10][C:11]1[CH:16]=[CH:15][CH:14]=[CH:13][N:12]=1)[C:4]([O:6][N:19]1[C:23](=[O:24])[CH2:22][CH2:21][C:20]1=[O:25])=[O:5]. The catalyst class is: 44. (2) Reactant: [C:1]1([C@@H:7]2[N:12]([S:13]([C:16]3[CH:21]=[CH:20][C:19]([CH3:22])=[CH:18][CH:17]=3)(=[O:15])=[O:14])[CH2:11][CH:10]3[C@@:8]2([CH2:23][OH:24])[CH2:9]3)[CH:6]=[CH:5][CH:4]=[CH:3][CH:2]=1.CC(C)=[O:27].OS(O)(=O)=O.O=[Cr](=O)=O.CO. Product: [C:1]1([C@@H:7]2[N:12]([S:13]([C:16]3[CH:17]=[CH:18][C:19]([CH3:22])=[CH:20][CH:21]=3)(=[O:14])=[O:15])[CH2:11][CH:10]3[C@@:8]2([C:23]([OH:27])=[O:24])[CH2:9]3)[CH:2]=[CH:3][CH:4]=[CH:5][CH:6]=1. The catalyst class is: 21. (3) Reactant: [CH2:1]([O:8][C:9]1[C:18](=[O:19])[N:17]2[C:12]([C:13]([CH3:21])([CH3:20])[O:14][CH2:15][CH2:16]2)=[N:11][C:10]=1[C:22]([NH:24][CH2:25][C:26]1[CH:34]=[CH:33][C:32]([F:35])=[CH:31][C:27]=1[C:28](O)=[O:29])=[O:23])[C:2]1[CH:7]=[CH:6][CH:5]=[CH:4][CH:3]=1.F[P-](F)(F)(F)(F)F.[N:43]1(OC(N(C)C)=[N+](C)C)[C:47]2N=CC=C[C:46]=2[N:45]=N1.C(CN)O. Product: [NH2:43][CH2:47][CH2:46][NH:45][C:28]([C:27]1[CH:31]=[C:32]([F:35])[CH:33]=[CH:34][C:26]=1[CH2:25][NH:24][C:22]([C:10]1[N:11]=[C:12]2[N:17]([C:18](=[O:19])[C:9]=1[O:8][CH2:1][C:2]1[CH:3]=[CH:4][CH:5]=[CH:6][CH:7]=1)[CH2:16][CH2:15][O:14][C:13]2([CH3:21])[CH3:20])=[O:23])=[O:29]. The catalyst class is: 3.